Predict the reactants needed to synthesize the given product. From a dataset of Full USPTO retrosynthesis dataset with 1.9M reactions from patents (1976-2016). (1) Given the product [NH2:10][C:7]1[CH:8]=[CH:9][C:4]([C:3]([OH:12])=[O:2])=[CH:5][C:6]=1[Cl:11], predict the reactants needed to synthesize it. The reactants are: C[O:2][C:3](=[O:12])[C:4]1[CH:9]=[CH:8][C:7]([NH2:10])=[C:6]([Cl:11])[CH:5]=1.[OH-].[Na+]. (2) Given the product [CH2:1]([C:4]1[CH:12]=[CH:11][CH:10]=[CH:9][C:5]=1[C:6]([NH:42][CH2:41][C:39]1[CH:40]=[C:36]2[N:35]=[C:34]([CH3:43])[C:33]([C@H:44]([O:50][C:51]([CH3:54])([CH3:53])[CH3:52])[C:45]([O:47][CH2:48][CH3:49])=[O:46])=[C:32]([N:29]3[CH2:30][CH2:31][C:26]([O:25][CH2:22][CH:23]=[CH2:24])([CH3:55])[CH2:27][CH2:28]3)[N:37]2[N:38]=1)=[O:8])[CH:2]=[CH2:3], predict the reactants needed to synthesize it. The reactants are: [CH2:1]([C:4]1[CH:12]=[CH:11][CH:10]=[CH:9][C:5]=1[C:6]([OH:8])=O)[CH:2]=[CH2:3].C(Cl)(=O)C(Cl)=O.C(Cl)Cl.[CH2:22]([O:25][C:26]1([CH3:55])[CH2:31][CH2:30][N:29]([C:32]2[N:37]3[N:38]=[C:39]([CH2:41][NH2:42])[CH:40]=[C:36]3[N:35]=[C:34]([CH3:43])[C:33]=2[C@H:44]([O:50][C:51]([CH3:54])([CH3:53])[CH3:52])[C:45]([O:47][CH2:48][CH3:49])=[O:46])[CH2:28][CH2:27]1)[CH:23]=[CH2:24].CCN(C(C)C)C(C)C. (3) Given the product [OH:45][C:32]([C:13]1[CH:14]2[C:18](=[C:19]([C:26]3[CH:31]=[CH:30][CH:29]=[CH:28][N:27]=3)[C:20]3[CH:21]=[CH:22][CH:23]=[CH:24][CH:25]=3)[CH:11]([CH:12]=1)[CH:10]1[C:8]([N:7]([CH2:53][O:52][C:46](=[O:51])[C:47]([CH3:50])([CH3:49])[CH3:48])[C:16](=[O:17])[CH:15]21)=[O:9])([C:39]1[CH:44]=[CH:43][CH:42]=[CH:41][N:40]=1)[C:33]1[CH:38]=[CH:37][CH:36]=[CH:35][CH:34]=1, predict the reactants needed to synthesize it. The reactants are: C(OC(C[N:7]1[C:16](=[O:17])[CH:15]2[CH:10]([CH:11]3[C:18](=[C:19]([C:26]4[CH:31]=[CH:30][CH:29]=[CH:28][N:27]=4)[C:20]4[CH:25]=[CH:24][CH:23]=[CH:22][CH:21]=4)[CH:14]2[C:13]([C:32]([OH:45])([C:39]2[CH:44]=[CH:43][CH:42]=[CH:41][N:40]=2)[C:33]2[CH:38]=[CH:37][CH:36]=[CH:35][CH:34]=2)=[CH:12]3)[C:8]1=[O:9])=O)C.[C:46]([O:52][CH2:53]Cl)(=[O:51])[C:47]([CH3:50])([CH3:49])[CH3:48].C(=O)([O-])[O-].[K+].[K+]. (4) Given the product [CH3:27][C:26]([CH3:29])([CH3:28])[C:25]([O:24][NH:23][C@@H:22]1[C:31](=[O:33])[NH:11][C:12]2[C:17]([O:18][CH3:19])=[CH:16][CH:15]=[CH:14][C:13]=2[S:20][CH2:21]1)=[O:30], predict the reactants needed to synthesize it. The reactants are: C(P(=O)(OCC)OCC)#N.[NH2:11][C:12]1[C:17]([O:18][CH3:19])=[CH:16][CH:15]=[CH:14][C:13]=1[S:20][CH2:21][C@@H:22]([C:31]([OH:33])=O)[NH:23][O:24][C:25](=[O:30])[C:26]([CH3:29])([CH3:28])[CH3:27].CN(C=O)C. (5) Given the product [CH3:1][C@H:2]1[O:7][C@@H:6]([CH3:8])[CH2:5][N:4]([C:9]2[CH:16]=[C:15]([F:17])[C:14]([C:18]#[C:19][C:25]3[CH:30]=[N:29][CH:28]=[CH:27][N:26]=3)=[CH:13][C:10]=2[CH:11]=[O:12])[CH2:3]1, predict the reactants needed to synthesize it. The reactants are: [CH3:1][C@@H:2]1[O:7][C@H:6]([CH3:8])[CH2:5][N:4]([C:9]2[CH:16]=[C:15]([F:17])[C:14]([C:18]#[C:19][Si](C)(C)C)=[CH:13][C:10]=2[CH:11]=[O:12])[CH2:3]1.Br[C:25]1[CH:30]=[N:29][CH:28]=[CH:27][N:26]=1. (6) Given the product [F:17][C:18]1[C:23]([N:24]2[CH2:30][CH2:29][CH2:28][O:27][CH2:26][CH2:25]2)=[CH:22][C:21]2[NH:31][C:15]([C:5]3[C:4]([N+:1]([O-:3])=[O:2])=[CH:8][N:7]([CH:9]4[CH2:14][CH2:13][CH2:12][CH2:11][O:10]4)[N:6]=3)=[N:32][C:20]=2[CH:19]=1, predict the reactants needed to synthesize it. The reactants are: [N+:1]([C:4]1[C:5]([CH:15]=O)=[N:6][N:7]([CH:9]2[CH2:14][CH2:13][CH2:12][CH2:11][O:10]2)[CH:8]=1)([O-:3])=[O:2].[F:17][C:18]1[CH:19]=[C:20]([NH2:32])[C:21]([NH2:31])=[CH:22][C:23]=1[N:24]1[CH2:30][CH2:29][CH2:28][O:27][CH2:26][CH2:25]1.